Task: Predict the product of the given reaction.. Dataset: Forward reaction prediction with 1.9M reactions from USPTO patents (1976-2016) (1) Given the reactants C([O:3][P:4]([CH2:9][S:10][C:11]1[NH:15][C:14]2[CH:16]=[C:17]([Cl:28])[C:18]([C:20]3[CH:25]=[CH:24][C:23]([Cl:26])=[C:22]([CH3:27])[CH:21]=3)=[CH:19][C:13]=2[N:12]=1)(=[O:8])[O:5]CC)C.Br[Si](C)(C)C, predict the reaction product. The product is: [Cl:28][C:17]1[C:18]([C:20]2[CH:25]=[CH:24][C:23]([Cl:26])=[C:22]([CH3:27])[CH:21]=2)=[CH:19][C:13]2[N:12]=[C:11]([S:10][CH2:9][P:4](=[O:3])([OH:8])[OH:5])[NH:15][C:14]=2[CH:16]=1. (2) Given the reactants [OH:1][C:2]1[C:11]2[C:6](=[C:7]([CH3:13])[N:8]=[C:9]([CH3:12])[CH:10]=2)[N:5]=[CH:4][C:3]=1[C:14]([O:16][CH2:17][CH3:18])=[O:15].[C:19]([O-])([O-])=O.[Na+].[Na+].IC, predict the reaction product. The product is: [CH3:19][N:5]1[C:6]2[C:11](=[CH:10][C:9]([CH3:12])=[N:8][C:7]=2[CH3:13])[C:2](=[O:1])[C:3]([C:14]([O:16][CH2:17][CH3:18])=[O:15])=[CH:4]1. (3) Given the reactants [Cl:1][C:2]1[CH:7]=[C:6]([C:8]([F:11])([F:10])[F:9])[CH:5]=[CH:4][C:3]=1[C:12]#[C:13][C:14]([OH:16])=O.[CH3:17][O:18][C:19]1[CH:20]=[C:21]([NH2:35])[CH:22]=[CH:23][C:24]=1[O:25][CH2:26][CH2:27][N:28]1[CH2:33][CH2:32][CH:31]([CH3:34])[CH2:30][CH2:29]1, predict the reaction product. The product is: [CH3:17][O:18][C:19]1[CH:20]=[C:21]([NH:35][C:14](=[O:16])[C:13]#[C:12][C:3]2[CH:4]=[CH:5][C:6]([C:8]([F:9])([F:10])[F:11])=[CH:7][C:2]=2[Cl:1])[CH:22]=[CH:23][C:24]=1[O:25][CH2:26][CH2:27][N:28]1[CH2:33][CH2:32][CH:31]([CH3:34])[CH2:30][CH2:29]1. (4) The product is: [NH2:1][C:4]1[CH:5]=[C:6]([C:16]2[CH:21]=[CH:20][CH:19]=[CH:18][CH:17]=2)[CH:7]=[CH:8][C:9]=1[N:10]1[CH:14]=[N:13][C:12](=[O:15])[NH:11]1. Given the reactants [N+:1]([C:4]1[CH:5]=[C:6]([C:16]2[CH:21]=[CH:20][CH:19]=[CH:18][CH:17]=2)[CH:7]=[CH:8][C:9]=1[N:10]1[CH:14]=[N:13][C:12](=[O:15])[NH:11]1)([O-])=O, predict the reaction product. (5) Given the reactants Br[C:2]1[CH:12]=[CH:11][C:5]2[N:6]([CH3:10])[C:7](=[O:9])[NH:8][C:4]=2[C:3]=1[S:13][C:14]1[CH:19]=[CH:18][CH:17]=[CH:16][CH:15]=1.[CH3:20][N:21]1[CH:26]=[C:25](B2OC(C)(C)C(C)(C)O2)[C:24]2[CH:36]=[CH:37][N:38]([S:39]([C:42]3[CH:47]=[CH:46][C:45]([CH3:48])=[CH:44][CH:43]=3)(=[O:41])=[O:40])[C:23]=2[C:22]1=[O:49], predict the reaction product. The product is: [CH3:10][N:6]1[C:5]2[CH:11]=[CH:12][C:2]([C:25]3[C:24]4[CH:36]=[CH:37][N:38]([S:39]([C:42]5[CH:47]=[CH:46][C:45]([CH3:48])=[CH:44][CH:43]=5)(=[O:41])=[O:40])[C:23]=4[C:22](=[O:49])[N:21]([CH3:20])[CH:26]=3)=[C:3]([S:13][C:14]3[CH:19]=[CH:18][CH:17]=[CH:16][CH:15]=3)[C:4]=2[NH:8][C:7]1=[O:9].